From a dataset of NCI-60 drug combinations with 297,098 pairs across 59 cell lines. Regression. Given two drug SMILES strings and cell line genomic features, predict the synergy score measuring deviation from expected non-interaction effect. (1) Drug 1: CC1OCC2C(O1)C(C(C(O2)OC3C4COC(=O)C4C(C5=CC6=C(C=C35)OCO6)C7=CC(=C(C(=C7)OC)O)OC)O)O. Drug 2: N.N.Cl[Pt+2]Cl. Cell line: SK-OV-3. Synergy scores: CSS=11.6, Synergy_ZIP=-5.24, Synergy_Bliss=2.40, Synergy_Loewe=-4.97, Synergy_HSA=3.37. (2) Drug 1: C1C(C(OC1N2C=C(C(=O)NC2=O)F)CO)O. Drug 2: CC1=C(C(=CC=C1)Cl)NC(=O)C2=CN=C(S2)NC3=CC(=NC(=N3)C)N4CCN(CC4)CCO. Cell line: CCRF-CEM. Synergy scores: CSS=33.0, Synergy_ZIP=-3.79, Synergy_Bliss=-1.47, Synergy_Loewe=-16.2, Synergy_HSA=-3.79. (3) Drug 1: C1=CC(=C2C(=C1NCCNCCO)C(=O)C3=C(C=CC(=C3C2=O)O)O)NCCNCCO. Drug 2: C(=O)(N)NO. Cell line: HOP-92. Synergy scores: CSS=40.3, Synergy_ZIP=0.887, Synergy_Bliss=3.19, Synergy_Loewe=-16.9, Synergy_HSA=4.78. (4) Drug 1: C1=NC2=C(N=C(N=C2N1C3C(C(C(O3)CO)O)O)F)N. Drug 2: C(CN)CNCCSP(=O)(O)O. Cell line: HS 578T. Synergy scores: CSS=6.55, Synergy_ZIP=-0.561, Synergy_Bliss=1.59, Synergy_Loewe=5.65, Synergy_HSA=-0.164. (5) Drug 1: CC1=C(C(CCC1)(C)C)C=CC(=CC=CC(=CC(=O)O)C)C. Drug 2: C1CNP(=O)(OC1)N(CCCl)CCCl. Cell line: MDA-MB-435. Synergy scores: CSS=7.69, Synergy_ZIP=-4.55, Synergy_Bliss=-5.13, Synergy_Loewe=2.91, Synergy_HSA=-3.86. (6) Drug 1: CCC1=CC2CC(C3=C(CN(C2)C1)C4=CC=CC=C4N3)(C5=C(C=C6C(=C5)C78CCN9C7C(C=CC9)(C(C(C8N6C)(C(=O)OC)O)OC(=O)C)CC)OC)C(=O)OC.C(C(C(=O)O)O)(C(=O)O)O. Drug 2: C1=CC(=CC=C1C#N)C(C2=CC=C(C=C2)C#N)N3C=NC=N3. Cell line: HL-60(TB). Synergy scores: CSS=18.3, Synergy_ZIP=0.151, Synergy_Bliss=-0.345, Synergy_Loewe=-41.2, Synergy_HSA=-0.206. (7) Drug 1: C1=CC(=CC=C1C#N)C(C2=CC=C(C=C2)C#N)N3C=NC=N3. Drug 2: C1C(C(OC1N2C=NC(=NC2=O)N)CO)O. Cell line: NCI/ADR-RES. Synergy scores: CSS=4.36, Synergy_ZIP=1.08, Synergy_Bliss=5.43, Synergy_Loewe=-1.02, Synergy_HSA=-0.217. (8) Drug 1: CC1=C(C=C(C=C1)C(=O)NC2=CC(=CC(=C2)C(F)(F)F)N3C=C(N=C3)C)NC4=NC=CC(=N4)C5=CN=CC=C5. Drug 2: COC1=NC(=NC2=C1N=CN2C3C(C(C(O3)CO)O)O)N. Cell line: SK-MEL-5. Synergy scores: CSS=8.45, Synergy_ZIP=2.43, Synergy_Bliss=-0.136, Synergy_Loewe=-5.47, Synergy_HSA=-0.665. (9) Drug 1: C1=CC(=CC=C1CCCC(=O)O)N(CCCl)CCCl. Drug 2: CCC(=C(C1=CC=CC=C1)C2=CC=C(C=C2)OCCN(C)C)C3=CC=CC=C3.C(C(=O)O)C(CC(=O)O)(C(=O)O)O. Cell line: SNB-19. Synergy scores: CSS=2.33, Synergy_ZIP=-8.33, Synergy_Bliss=-3.94, Synergy_Loewe=-5.28, Synergy_HSA=-4.60.